This data is from Forward reaction prediction with 1.9M reactions from USPTO patents (1976-2016). The task is: Predict the product of the given reaction. Given the reactants [C:1]1([CH:7](O)[CH2:8][CH2:9][C:10]#[C:11][CH3:12])[CH:6]=[CH:5][CH:4]=[CH:3][CH:2]=1.[Cl:14][C:15]1[CH:22]=[CH:21][C:18]([CH:19]=[O:20])=[CH:17][CH:16]=1.C[Si]([O:27][S:28]([C:31]([F:34])([F:33])[F:32])(=[O:30])=[O:29])(C)C.C([O-])(O)=O.[Na+], predict the reaction product. The product is: [F:32][C:31]([F:34])([F:33])[S:28]([O:30][CH2:12]/[CH:11]=[C:10]1/[CH:19]([C:18]2[CH:21]=[CH:22][C:15]([Cl:14])=[CH:16][CH:17]=2)[O:20][CH:7]([C:1]2[CH:6]=[CH:5][CH:4]=[CH:3][CH:2]=2)[CH2:8][CH2:9]/1)(=[O:29])=[O:27].